This data is from Forward reaction prediction with 1.9M reactions from USPTO patents (1976-2016). The task is: Predict the product of the given reaction. Given the reactants [C:1]([C:3]1[CH:4]=[C:5]([CH:9]=[CH:10][C:11]=1[O:12][CH2:13][C:14]([F:17])([F:16])[F:15])[C:6]([OH:8])=O)#[N:2].CN(C(ON1N=NC2C=CC=NC1=2)=[N+](C)C)C.F[P-](F)(F)(F)(F)F.CCN(C(C)C)C(C)C.O[NH:52][C:53](=[NH:73])[C:54]1[CH:63]=[CH:62][CH:61]=[C:60]2[C:55]=1[CH:56]=[CH:57][N:58]=[C:59]2[CH2:64][CH2:65][C:66]([O:68][C:69]([CH3:72])([CH3:71])[CH3:70])=[O:67], predict the reaction product. The product is: [C:1]([C:3]1[CH:4]=[C:5]([C:6]2[O:8][N:52]=[C:53]([C:54]3[CH:63]=[CH:62][CH:61]=[C:60]4[C:55]=3[CH:56]=[CH:57][N:58]=[C:59]4[CH2:64][CH2:65][C:66]([O:68][C:69]([CH3:72])([CH3:71])[CH3:70])=[O:67])[N:73]=2)[CH:9]=[CH:10][C:11]=1[O:12][CH2:13][C:14]([F:17])([F:16])[F:15])#[N:2].